Dataset: Reaction yield outcomes from USPTO patents with 853,638 reactions. Task: Predict the reaction yield, written as a fraction of the theoretical maximum amount of product (1.0 means a 100% yield; for example, 0.34 means a 34% yield). (1) The product is [OH:41][C@H:18]1[C@:17]([OH:43])([CH3:42])[C@H:16]([N:13]2[CH:14]=[CH:15][C:10]([NH:9][OH:8])=[N:11][C:12]2=[O:44])[O:20][C@@H:19]1[CH2:21][O:22][P:23]([NH:32][C@@H:33]([CH3:40])[C:34]([O:36][CH2:37][CH3:38])=[O:35])([O:25][C:26]1[CH:31]=[CH:30][CH:29]=[CH:28][CH:27]=1)=[O:24]. The reactants are C([O:8][NH:9][C:10]1[CH:15]=[CH:14][N:13]([C@@H:16]2[O:20][C@H:19]([CH2:21][O:22][P:23]([NH:32][CH:33]([CH3:40])[C:34]([O:36][CH:37](C)[CH3:38])=[O:35])([O:25][C:26]3[CH:31]=[CH:30][CH:29]=[CH:28][CH:27]=3)=[O:24])[C@@H:18]([OH:41])[C@:17]2([OH:43])[CH3:42])[C:12](=[O:44])[N:11]=1)C1C=CC=CC=1.C1CC=CCC=1. The yield is 0.350. The catalyst is CC(O)C.[Pd]. (2) The reactants are [OH:1][C@H:2]1[CH2:6][CH2:5][NH:4][C@@H:3]1[C:7]([OH:9])=[O:8].[C:10](O[C:10]([O:12][C:13]([CH3:16])([CH3:15])[CH3:14])=[O:11])([O:12][C:13]([CH3:16])([CH3:15])[CH3:14])=[O:11].CCN(C(C)C)C(C)C. The catalyst is C(Cl)Cl. The product is [C:13]([O:12][C:10]([N:4]1[CH2:5][CH2:6][C@H:2]([OH:1])[C@H:3]1[C:7]([OH:9])=[O:8])=[O:11])([CH3:16])([CH3:15])[CH3:14]. The yield is 1.03. (3) The reactants are [C:1]1([C:7]2[C:8]([O:22][CH2:23][C:24]([F:27])([F:26])[F:25])=[N:9][CH:10]=[C:11]([CH:21]=2)[C:12]([NH:14][C:15]2[CH:16]=[N:17][CH:18]=[CH:19][CH:20]=2)=[O:13])[CH2:6][CH2:5][CH2:4][CH2:3][CH:2]=1. The catalyst is C(OCC)(=O)C.[Pd]. The product is [CH:1]1([C:7]2[C:8]([O:22][CH2:23][C:24]([F:26])([F:27])[F:25])=[N:9][CH:10]=[C:11]([CH:21]=2)[C:12]([NH:14][C:15]2[CH:16]=[N:17][CH:18]=[CH:19][CH:20]=2)=[O:13])[CH2:2][CH2:3][CH2:4][CH2:5][CH2:6]1. The yield is 0.910. (4) The reactants are [Cl:1][C:2]1[NH:10][C:9]2[C:8](=[O:11])[N:7]([CH2:12][CH2:13][CH2:14][CH2:15]C(OCC)=O)[C:6](=[O:21])[N:5]([CH2:22][CH2:23][CH2:24][CH2:25][CH3:26])[C:4]=2[N:3]=1.CC[O-].[Na+].[Cl:31][C:32]1[CH:37]=[C:36]([F:38])[CH:35]=[CH:34][C:33]=1[CH2:39]/[C:40](=[N:43]/[H])/[NH:41][OH:42]. The catalyst is CCO. The product is [Cl:1][C:2]1[NH:10][C:9]2[C:8](=[O:11])[N:7]([CH2:12][CH2:13][CH2:14][C:15]3[O:42][N:41]=[C:40]([CH2:39][C:33]4[CH:34]=[CH:35][C:36]([F:38])=[CH:37][C:32]=4[Cl:31])[N:43]=3)[C:6](=[O:21])[N:5]([CH2:22][CH2:23][CH2:24][CH2:25][CH3:26])[C:4]=2[N:3]=1. The yield is 0.670. (5) The reactants are Br[CH2:2][CH2:3][O:4][C:5]1[CH:10]=[CH:9][C:8]([N:11]2[CH:16]=[CH:15][C:14]([O:17][CH2:18][C:19]3[CH:24]=[CH:23][C:22]([Cl:25])=[CH:21][N:20]=3)=[CH:13][C:12]2=[O:26])=[CH:7][CH:6]=1.[Si:27]([O:34][C@H:35]1[CH2:39][CH2:38][NH:37][CH2:36]1)([C:30]([CH3:33])([CH3:32])[CH3:31])([CH3:29])[CH3:28].C(N(C(C)C)C(C)C)C.CN(C=O)C. The catalyst is O. The product is [Si:27]([O:34][C@H:35]1[CH2:39][CH2:38][N:37]([CH2:2][CH2:3][O:4][C:5]2[CH:10]=[CH:9][C:8]([N:11]3[CH:16]=[CH:15][C:14]([O:17][CH2:18][C:19]4[CH:24]=[CH:23][C:22]([Cl:25])=[CH:21][N:20]=4)=[CH:13][C:12]3=[O:26])=[CH:7][CH:6]=2)[CH2:36]1)([C:30]([CH3:33])([CH3:32])[CH3:31])([CH3:29])[CH3:28]. The yield is 0.720. (6) The reactants are [CH3:1][O:2][C:3]1[C:8]2[N:9]=[C:10]([C:12](O)=[O:13])[S:11][C:7]=2[C:6]([N:15]2[CH2:20][CH2:19][O:18][CH2:17][CH2:16]2)=[CH:5][CH:4]=1.C(N1C=CN=C1)([N:23]1C=CN=C1)=O.[OH-].[NH4+]. The catalyst is CN(C=O)C. The product is [CH3:1][O:2][C:3]1[C:8]2[N:9]=[C:10]([C:12]([NH2:23])=[O:13])[S:11][C:7]=2[C:6]([N:15]2[CH2:20][CH2:19][O:18][CH2:17][CH2:16]2)=[CH:5][CH:4]=1. The yield is 0.400. (7) The reactants are [CH:1]([C:4]1[CH:12]=[CH:11][C:7]([C:8]([OH:10])=[O:9])=[C:6]([N+:13]([O-])=O)[CH:5]=1)([CH3:3])[CH3:2].[H][H]. The catalyst is CO.[Pd]. The product is [NH2:13][C:6]1[CH:5]=[C:4]([CH:1]([CH3:3])[CH3:2])[CH:12]=[CH:11][C:7]=1[C:8]([OH:10])=[O:9]. The yield is 0.980.